This data is from Forward reaction prediction with 1.9M reactions from USPTO patents (1976-2016). The task is: Predict the product of the given reaction. (1) The product is: [CH3:9][O:10][C:11]1[CH:16]=[CH:15][C:14]([NH:17][C@H:1]([C:2]2[CH:7]=[CH:6][CH:5]=[CH:4][CH:3]=2)[C@H:19]([CH3:23])[CH2:20][OH:21])=[CH:13][CH:12]=1. Given the reactants [CH:1](=O)[C:2]1[CH:7]=[CH:6][CH:5]=[CH:4][CH:3]=1.[CH3:9][O:10][C:11]1[CH:16]=[CH:15][C:14]([NH2:17])=[CH:13][CH:12]=1.N1CC[CH2:23][C@H:19]1[C:20](O)=[O:21].C(=O)CC.P([O-])([O-])([O-])=O.[BH4-].[Na+], predict the reaction product. (2) Given the reactants [O:1]1[CH:5]=[CH:4][CH:3]=[C:2]1[C:6]1[O:7][C:8]([CH3:36])=[C:9]([CH2:11][O:12][C:13]2[CH:33]=[CH:32][C:16]([CH2:17][O:18][C:19]3[C:23]([CH:24]=O)=[CH:22][N:21]([C:26]4[CH:31]=[CH:30][CH:29]=[CH:28][CH:27]=4)[N:20]=3)=[CH:15][C:14]=2[O:34][CH3:35])[N:10]=1.[C:37]([CH2:39]P(=O)(OCC)OCC)#[N:38].CN(C)C=O.[H-].[Na+], predict the reaction product. The product is: [O:1]1[CH:5]=[CH:4][CH:3]=[C:2]1[C:6]1[O:7][C:8]([CH3:36])=[C:9]([CH2:11][O:12][C:13]2[CH:33]=[CH:32][C:16]([CH2:17][O:18][C:19]3[C:23](/[CH:24]=[CH:39]/[C:37]#[N:38])=[CH:22][N:21]([C:26]4[CH:31]=[CH:30][CH:29]=[CH:28][CH:27]=4)[N:20]=3)=[CH:15][C:14]=2[O:34][CH3:35])[N:10]=1. (3) Given the reactants [CH3:1][C@@H:2]1[CH2:6][CH2:5][CH2:4][N:3]1[CH2:7][C:8]1[S:12][C:11]([NH2:13])=[N:10][C:9]=1[C:14]1[CH:19]=[C:18]([O:20][C:21]([F:24])([F:23])[F:22])[CH:17]=[C:16]([CH3:25])[CH:15]=1.[Cl:26][C:27]1[N:28]=[CH:29][C:30]([C:33](O)=[O:34])=[N:31][CH:32]=1.F[P-](F)(F)(F)(F)F.C(/C(=N/OC(N1CCOCC1)=[N+](C)C)/C(OCC)=O)#N.C(N(C(C)C)CC)(C)C, predict the reaction product. The product is: [Cl:26][C:27]1[N:28]=[CH:29][C:30]([C:33]([NH:13][C:11]2[S:12][C:8]([CH2:7][N:3]3[CH2:4][CH2:5][CH2:6][C@H:2]3[CH3:1])=[C:9]([C:14]3[CH:19]=[C:18]([O:20][C:21]([F:24])([F:22])[F:23])[CH:17]=[C:16]([CH3:25])[CH:15]=3)[N:10]=2)=[O:34])=[N:31][CH:32]=1. (4) Given the reactants Cl[C:2]1[N:7]=[C:6]([C:8]2[CH:13]=[CH:12][CH:11]=[CH:10][CH:9]=2)[N:5]=[C:4]([NH:14][CH:15]([CH3:17])[CH3:16])[N:3]=1.[F:18][C:19]1[CH:20]=[C:21]([NH2:25])[CH:22]=[CH:23][CH:24]=1, predict the reaction product. The product is: [F:18][C:19]1[CH:20]=[C:21]([NH:25][C:2]2[N:3]=[C:4]([NH:14][CH:15]([CH3:17])[CH3:16])[N:5]=[C:6]([C:8]3[CH:13]=[CH:12][CH:11]=[CH:10][CH:9]=3)[N:7]=2)[CH:22]=[CH:23][CH:24]=1. (5) Given the reactants FC(F)(F)C(O)=O.O.[C:9]1([CH3:27])[CH:14]=[C:13]([CH3:15])[CH:12]=[C:11]([CH3:16])[C:10]=1[S:17]([O:20]/[N:21]=C(/OCC)\C)(=[O:19])=[O:18].[F:28][C:29]1[CH:43]=[CH:42][CH:41]=[C:40]([F:44])[C:30]=1[CH2:31][O:32][C:33]1[CH:38]=[C:37]([CH3:39])[CH:36]=[CH:35][N:34]=1, predict the reaction product. The product is: [CH3:16][C:11]1[CH:12]=[C:13]([CH3:15])[CH:14]=[C:9]([CH3:27])[C:10]=1[S:17]([O-:20])(=[O:19])=[O:18].[NH2:21][N+:34]1[CH:35]=[CH:36][C:37]([CH3:39])=[CH:38][C:33]=1[O:32][CH2:31][C:30]1[C:40]([F:44])=[CH:41][CH:42]=[CH:43][C:29]=1[F:28]. (6) Given the reactants [CH2:1]([O:3][C:4]([C:6]1[C:7]([O:24][C:25](=[O:27])[CH3:26])=[C:8]2[CH:16]=[CH:15][N:14]([CH2:17][C:18]3[CH:23]=[CH:22][CH:21]=[CH:20][CH:19]=3)[C:9]2=[C:10]([C:12]#[N:13])[N:11]=1)=[O:5])[CH3:2].C1C(=O)N([Br:35])C(=O)C1, predict the reaction product. The product is: [CH2:1]([O:3][C:4]([C:6]1[C:7]([O:24][C:25](=[O:27])[CH3:26])=[C:8]2[C:16]([Br:35])=[CH:15][N:14]([CH2:17][C:18]3[CH:23]=[CH:22][CH:21]=[CH:20][CH:19]=3)[C:9]2=[C:10]([C:12]#[N:13])[N:11]=1)=[O:5])[CH3:2]. (7) Given the reactants [NH2:1][C:2]1[CH:3]=[C:4]2[C:8](=[CH:9][CH:10]=1)[N:7]([CH2:11][C:12]1[CH:33]=[CH:32][C:15]([C:16]([NH:18][C@H:19]([C:27]([O:29]CC)=[O:28])[CH2:20][C:21]3[CH:26]=[CH:25][CH:24]=[CH:23][CH:22]=3)=[O:17])=[CH:14][CH:13]=1)[CH:6]=[CH:5]2.[C:34]([C:38]1[CH:43]=[CH:42][C:41]([S:44](Cl)(=[O:46])=[O:45])=[CH:40][CH:39]=1)([CH3:37])([CH3:36])[CH3:35], predict the reaction product. The product is: [C:34]([C:38]1[CH:43]=[CH:42][C:41]([S:44]([NH:1][C:2]2[CH:3]=[C:4]3[C:8](=[CH:9][CH:10]=2)[N:7]([CH2:11][C:12]2[CH:33]=[CH:32][C:15]([C:16]([NH:18][C@H:19]([C:27]([OH:29])=[O:28])[CH2:20][C:21]4[CH:22]=[CH:23][CH:24]=[CH:25][CH:26]=4)=[O:17])=[CH:14][CH:13]=2)[CH:6]=[CH:5]3)(=[O:46])=[O:45])=[CH:40][CH:39]=1)([CH3:37])([CH3:35])[CH3:36].